From a dataset of Reaction yield outcomes from USPTO patents with 853,638 reactions. Predict the reaction yield, written as a fraction of the theoretical maximum amount of product (1.0 means a 100% yield; for example, 0.34 means a 34% yield). (1) The reactants are C([O:5][C@@H:6]([C@H:8]1[CH2:12][O:11][C:10](=[O:13])[N:9]1[C:14]1[CH:19]=[C:18]([Cl:20])[N:17]=[C:16]([Cl:21])[N:15]=1)[CH3:7])(C)(C)C.C(O)(C(F)(F)F)=O. The catalyst is C(Cl)Cl. The product is [Cl:21][C:16]1[N:15]=[C:14]([N:9]2[C@@H:8]([C@H:6]([OH:5])[CH3:7])[CH2:12][O:11][C:10]2=[O:13])[CH:19]=[C:18]([Cl:20])[N:17]=1. The yield is 0.890. (2) The reactants are [CH2:1]([O:5][C:6]1[CH:7]=[C:8]2[C:13](=[CH:14][CH:15]=1)[CH:12]=[C:11]([C:16]1[C:24]3[C:19](=[CH:20][CH:21]=[C:22]([C:25]#[N:26])[CH:23]=3)[NH:18][N:17]=1)[CH:10]=[CH:9]2)[CH2:2][CH2:3][CH3:4].[OH-:27].[Na+].OO.Cl. The catalyst is O.C(O)C. The product is [CH2:1]([O:5][C:6]1[CH:7]=[C:8]2[C:13](=[CH:14][CH:15]=1)[CH:12]=[C:11]([C:16]1[C:24]3[C:19](=[CH:20][CH:21]=[C:22]([C:25]([NH2:26])=[O:27])[CH:23]=3)[NH:18][N:17]=1)[CH:10]=[CH:9]2)[CH2:2][CH2:3][CH3:4]. The yield is 0.940. (3) The reactants are [CH3:1][N:2]([C:10]([C:12]1[CH:17]=[CH:16][C:15]([NH:18][CH:19]([C:24]2[CH:28]=[C:27]([C:29]3[CH:34]=[CH:33][CH:32]=[CH:31][CH:30]=3)[O:26][C:25]=2[CH3:35])[CH2:20][CH:21]([CH3:23])[CH3:22])=[CH:14][CH:13]=1)=[O:11])[CH2:3][CH2:4][C:5]([O:7]CC)=[O:6]. The catalyst is C(O)C.CCCCCC. The product is [CH3:1][N:2]([C:10]([C:12]1[CH:13]=[CH:14][C:15]([NH:18][CH:19]([C:24]2[CH:28]=[C:27]([C:29]3[CH:30]=[CH:31][CH:32]=[CH:33][CH:34]=3)[O:26][C:25]=2[CH3:35])[CH2:20][CH:21]([CH3:23])[CH3:22])=[CH:16][CH:17]=1)=[O:11])[CH2:3][CH2:4][C:5]([OH:7])=[O:6]. The yield is 0.970. (4) The reactants are C[O:2][C:3](=[O:37])[C@@H:4]([NH:14][C:15](=[O:36])[C:16]1[CH:21]=[CH:20][C:19]([I:22])=[CH:18][C:17]=1[NH:23][S:24]([C:27]1[C:32]2=[N:33][S:34][N:35]=[C:31]2[CH:30]=[CH:29][CH:28]=1)(=[O:26])=[O:25])[CH2:5][C:6]1[CH:11]=[CH:10][C:9]([Cl:12])=[C:8]([Cl:13])[CH:7]=1.COC(=O)[C@@H](NC(=O)C1C=CC(I)=CC=1N)CC1C=CC(Cl)=C(Cl)C=1.ClS(C1C2C(=NSN=2)C=CC=1)(=O)=O.N1C=CC=CC=1.NCCN(CCN)CCN. The yield is 0.990. The product is [N:35]1[S:34][N:33]=[C:32]2[C:27]([S:24]([NH:23][C:17]3[CH:18]=[C:19]([I:22])[CH:20]=[CH:21][C:16]=3[C:15]([NH:14][C@@H:4]([CH2:5][C:6]3[CH:11]=[CH:10][C:9]([Cl:12])=[C:8]([Cl:13])[CH:7]=3)[C:3]([OH:37])=[O:2])=[O:36])(=[O:25])=[O:26])=[CH:28][CH:29]=[CH:30][C:31]=12. The catalyst is C(Cl)Cl. (5) The reactants are [C:1]([C:5]1[C:13]2[C:8](=[CH:9][C:10]([N+:14]([O-])=O)=[CH:11][CH:12]=2)[NH:7][CH:6]=1)([CH3:4])([CH3:3])[CH3:2]. The catalyst is [Ni]. The product is [C:1]([C:5]1[C:13]2[C:8](=[CH:9][C:10]([NH2:14])=[CH:11][CH:12]=2)[NH:7][CH:6]=1)([CH3:4])([CH3:2])[CH3:3]. The yield is 0.770. (6) The reactants are [Cl:1][C:2]1[O:6][C:5]([C:7]([OH:9])=O)=[CH:4][C:3]=1[C:10]1[N:14]([CH3:15])[N:13]=[CH:12][C:11]=1[Cl:16].[NH2:17][C@@H:18]([CH2:31][C:32]1[CH:37]=[CH:36][C:35]([F:38])=[CH:34][C:33]=1F)[CH2:19][N:20]1[C:28](=[O:29])[C:27]2[C:22](=[CH:23][CH:24]=[CH:25][CH:26]=2)[C:21]1=[O:30].C(N(CC)C(C)C)(C)C.[F:49][P-](F)(F)(F)(F)F.Br[P+](N1CCCC1)(N1CCCC1)N1CCCC1. The catalyst is C(Cl)Cl. The product is [Cl:1][C:2]1[O:6][C:5]([C:7]([NH:17][C@H:18]([CH2:19][N:20]2[C:28](=[O:29])[C:27]3[C:22](=[CH:23][CH:24]=[CH:25][CH:26]=3)[C:21]2=[O:30])[CH2:31][C:32]2[CH:37]=[CH:36][C:35]([F:38])=[C:34]([F:49])[CH:33]=2)=[O:9])=[CH:4][C:3]=1[C:10]1[N:14]([CH3:15])[N:13]=[CH:12][C:11]=1[Cl:16]. The yield is 0.710. (7) The reactants are [NH2:1][C:2]1[N:10]=[CH:9][N:8]=[C:7]2[C:3]=1[N:4]=[CH:5][N:6]2[C@H:11]1[C@@H:15]2[O:16][C:17]([CH3:20])([CH3:19])[O:18][C@@H:14]2[C@@H:13]([CH2:21][N:22]([CH3:27])[CH2:23][CH2:24][CH2:25][NH2:26])[O:12]1.[Cl:28][C:29]1[CH:34]=[CH:33][C:32]([N:35]=[C:36]=[O:37])=[CH:31][C:30]=1[Cl:38].O. The catalyst is C(Cl)Cl. The product is [NH2:1][C:2]1[N:10]=[CH:9][N:8]=[C:7]2[C:3]=1[N:4]=[CH:5][N:6]2[C@H:11]1[C@@H:15]2[O:16][C:17]([CH3:19])([CH3:20])[O:18][C@@H:14]2[C@@H:13]([CH2:21][N:22]([CH3:27])[CH2:23][CH2:24][CH2:25][NH:26][C:36]([NH:35][C:32]2[CH:33]=[CH:34][C:29]([Cl:28])=[C:30]([Cl:38])[CH:31]=2)=[O:37])[O:12]1. The yield is 0.390. (8) The reactants are NC1C=CC=CC=1NC(=O)C1C=CC(CNC2N=C(C3C=CC(OCCN(C)C)=CC=3)C=CN=2)=CC=1.C(OC(=O)[NH:43][C:44]1[CH:49]=[CH:48][CH:47]=[CH:46][C:45]=1[NH:50][C:51](=[O:66])[C:52]1[CH:57]=[CH:56][C:55]([CH:58]=[C:59]2[S:63][C:62](=[O:64])[NH:61][C:60]2=[O:65])=[CH:54][CH:53]=1)(C)(C)C. No catalyst specified. The product is [NH2:43][C:44]1[CH:49]=[CH:48][CH:47]=[CH:46][C:45]=1[NH:50][C:51](=[O:66])[C:52]1[CH:53]=[CH:54][C:55]([CH:58]=[C:59]2[S:63][C:62](=[O:64])[NH:61][C:60]2=[O:65])=[CH:56][CH:57]=1. The yield is 0.370. (9) The reactants are [CH:1]([N:4]1[C:8]([C:9]2[N:18]=[C:17]3[N:11]([CH2:12][CH2:13][O:14][C:15]4[CH:22]=[C:21]([CH2:23][OH:24])[CH:20]=[CH:19][C:16]=43)[CH:10]=2)=[N:7][CH:6]=[N:5]1)([CH3:3])[CH3:2].ClC(Cl)(Cl)[C:27]([N:29]=C=O)=[O:28].C(N(CC)CC)C. The catalyst is C1COCC1.O. The product is [C:27](=[O:28])([O:24][CH2:23][C:21]1[CH:20]=[CH:19][C:16]2[C:17]3[N:11]([CH:10]=[C:9]([C:8]4[N:4]([CH:1]([CH3:3])[CH3:2])[N:5]=[CH:6][N:7]=4)[N:18]=3)[CH2:12][CH2:13][O:14][C:15]=2[CH:22]=1)[NH2:29]. The yield is 0.830.